Dataset: Reaction yield outcomes from USPTO patents with 853,638 reactions. Task: Predict the reaction yield, written as a fraction of the theoretical maximum amount of product (1.0 means a 100% yield; for example, 0.34 means a 34% yield). (1) The reactants are [Cl:1][C:2]1[CH:7]=[CH:6][C:5]([C:8]2[CH:13]=[N:12][N:11]3[C:14](=[O:17])[NH:15][N:16]=[C:10]3[C:9]=2[C:18]2[CH:23]=[CH:22][C:21]([Cl:24])=[CH:20][CH:19]=2)=[CH:4][CH:3]=1.[CH3:25][C:26]1([O:29][CH2:28]1)[CH3:27].C([O-])([O-])=O.[K+].[K+]. The catalyst is CN(C=O)C. The product is [Cl:1][C:2]1[CH:7]=[CH:6][C:5]([C:8]2[CH:13]=[N:12][N:11]3[C:14](=[O:17])[N:15]([CH2:25][C:26]([OH:29])([CH3:28])[CH3:27])[N:16]=[C:10]3[C:9]=2[C:18]2[CH:23]=[CH:22][C:21]([Cl:24])=[CH:20][CH:19]=2)=[CH:4][CH:3]=1. The yield is 0.770. (2) The reactants are [C:1]1(C)C=CC=C[CH:2]=1.[CH2:8]([O:15][C:16]1[CH:17]=[C:18]([CH2:30][C:31]#[N:32])[CH:19]=[CH:20][C:21]=1[O:22][CH2:23][C:24]1[CH:29]=[CH:28][CH:27]=[CH:26][CH:25]=1)[C:9]1[CH:14]=[CH:13][CH:12]=[CH:11][CH:10]=1.BrCCCl. The catalyst is [N+](CCCC)(CCCC)(CCCC)CCCC.[Br-].[OH-].[Na+].O. The product is [CH2:8]([O:15][C:16]1[CH:17]=[C:18]([C:30]2([C:31]#[N:32])[CH2:2][CH2:1]2)[CH:19]=[CH:20][C:21]=1[O:22][CH2:23][C:24]1[CH:29]=[CH:28][CH:27]=[CH:26][CH:25]=1)[C:9]1[CH:10]=[CH:11][CH:12]=[CH:13][CH:14]=1. The yield is 0.660.